This data is from Full USPTO retrosynthesis dataset with 1.9M reactions from patents (1976-2016). The task is: Predict the reactants needed to synthesize the given product. (1) Given the product [F:3][C:4]1[CH:5]=[CH:6][C:7]([N:10]2[CH2:14][CH2:13][C:12]([CH3:22])([C:15]([O:17][CH3:18])=[O:16])[C:11]2=[O:19])=[CH:8][CH:9]=1, predict the reactants needed to synthesize it. The reactants are: [H-].[Li+].[F:3][C:4]1[CH:9]=[CH:8][C:7]([N:10]2[CH2:14][CH2:13][CH:12]([C:15]([O:17][CH3:18])=[O:16])[C:11]2=[O:19])=[CH:6][CH:5]=1.IC.[CH3:22]COC(C)=O. (2) Given the product [Cl:24][C:25]1[CH:33]=[CH:32][C:28]([C:29]([NH:1][CH2:2][C@H:3]2[N:8]([C:9]([C:11]3[N:12]=[C:13]([CH3:23])[S:14][C:15]=3[C:16]3[CH:17]=[C:18]([CH3:22])[CH:19]=[CH:20][CH:21]=3)=[O:10])[CH2:7][C@H:6]3[C@@H:4]2[CH2:5]3)=[O:30])=[C:27]([O:34][CH3:35])[CH:26]=1, predict the reactants needed to synthesize it. The reactants are: [NH2:1][CH2:2][C@H:3]1[N:8]([C:9]([C:11]2[N:12]=[C:13]([CH3:23])[S:14][C:15]=2[C:16]2[CH:17]=[C:18]([CH3:22])[CH:19]=[CH:20][CH:21]=2)=[O:10])[CH2:7][C@H:6]2[C@@H:4]1[CH2:5]2.[Cl:24][C:25]1[CH:33]=[CH:32][C:28]([C:29](O)=[O:30])=[C:27]([O:34][CH3:35])[CH:26]=1. (3) Given the product [Cu:5]=[O:2].[O-2:2].[Zn+2:14].[O-2:2].[Al+3:23].[O-2:2].[O-2:2].[Al+3:23], predict the reactants needed to synthesize it. The reactants are: [N+]([O-])([O-])=[O:2].[Cu+2:5].[N+]([O-])([O-])=O.[N+]([O-])([O-])=O.[Zn+2:14].[N+]([O-])([O-])=O.[N+]([O-])([O-])=O.[Al+3:23].[N+]([O-])([O-])=O.[N+]([O-])([O-])=O.C(=O)([O-])[O-].[NH4+].[NH4+]. (4) Given the product [C:56]([O:55][C:54]([NH:53][C@H:40]1[C@H:41]([O:45][Si:46]([C:49]([CH3:52])([CH3:51])[CH3:50])([CH3:48])[CH3:47])[C@@H:42]([CH3:44])[CH2:43][N:38]([C:37]2[CH:36]=[CH:35][N:34]=[CH:33][C:32]=2[NH:31][C:28]([C:13]2[C:12]([NH:11][C:9](=[O:10])[O:8][CH2:1][C:2]3[CH:3]=[CH:4][CH:5]=[CH:6][CH:7]=3)=[CH:21][C:20]3[C:15](=[CH:16][C:17]([N:22]4[CH2:23][CH2:24][O:25][CH2:26][CH2:27]4)=[CH:18][CH:19]=3)[N:14]=2)=[O:30])[CH2:39]1)=[O:60])([CH3:57])([CH3:58])[CH3:59], predict the reactants needed to synthesize it. The reactants are: [CH2:1]([O:8][C:9]([NH:11][C:12]1[C:13]([C:28]([OH:30])=O)=[N:14][C:15]2[C:20]([CH:21]=1)=[CH:19][CH:18]=[C:17]([N:22]1[CH2:27][CH2:26][O:25][CH2:24][CH2:23]1)[CH:16]=2)=[O:10])[C:2]1[CH:7]=[CH:6][CH:5]=[CH:4][CH:3]=1.[NH2:31][C:32]1[CH:33]=[N:34][CH:35]=[CH:36][C:37]=1[N:38]1[CH2:43][C@H:42]([CH3:44])[C@@H:41]([O:45][Si:46]([C:49]([CH3:52])([CH3:51])[CH3:50])([CH3:48])[CH3:47])[C@H:40]([NH:53][C:54](=[O:60])[O:55][C:56]([CH3:59])([CH3:58])[CH3:57])[CH2:39]1.CN(C(ON1N=NC2C=CC=NC1=2)=[N+](C)C)C.F[P-](F)(F)(F)(F)F.CCN(C(C)C)C(C)C. (5) Given the product [CH3:1][C:2]1[C:3]([CH2:22][N:23]2[CH2:28][CH2:27][C@H:26]([OH:29])[CH2:25][C@H:24]2[C:30]2[CH:37]=[CH:36][C:46]([C:47]([OH:49])=[O:48])=[CH:32][CH:31]=2)=[C:4]2[C:8](=[C:9]([CH3:11])[CH:10]=1)[NH:7][CH:6]=[CH:5]2, predict the reactants needed to synthesize it. The reactants are: [CH3:1][C:2]1[C:3]([CH2:22][N:23]2[CH2:28][CH2:27][C@H:26]([OH:29])[CH2:25][C@H:24]2[C:30]2[CH:37]=[CH:36]C(C#N)=[CH:32][CH:31]=2)=[C:4]2[C:8](=[C:9]([CH3:11])[CH:10]=1)[N:7](S(C1C=CC(C)=CC=1)(=O)=O)[CH:6]=[CH:5]2.[OH-].[K+].C(N)CC(C)C.[CH3:46][C:47]([OH:49])=[O:48]. (6) Given the product [CH2:3]([O:6][C:7]1[CH:8]=[C:9]2[C:13](=[CH:14][CH:15]=1)[N:12]([C:23]([NH2:22])=[O:24])[CH:11]=[C:10]2[CH:16]=[O:17])[CH:4]=[CH2:5], predict the reactants needed to synthesize it. The reactants are: [H-].[Na+].[CH2:3]([O:6][C:7]1[CH:8]=[C:9]2[C:13](=[CH:14][CH:15]=1)[NH:12][CH:11]=[C:10]2[CH:16]=[O:17])[CH:4]=[CH2:5].ClS([N:22]=[C:23]=[O:24])(=O)=O.C(O)(=O)C. (7) Given the product [Cl:1][CH2:2][CH2:3][CH2:4][N:5]1[CH2:10][C:9]2[CH:11]=[CH:12][CH:13]=[CH:14][C:8]=2[N:7]([C:21]2[CH:22]=[CH:23][C:18]([F:17])=[CH:19][CH:20]=2)[S:6]1(=[O:16])=[O:15], predict the reactants needed to synthesize it. The reactants are: [Cl:1][CH2:2][CH2:3][CH2:4][N:5]1[CH2:10][C:9]2[CH:11]=[CH:12][CH:13]=[CH:14][C:8]=2[NH:7][S:6]1(=[O:16])=[O:15].[F:17][C:18]1[CH:23]=[CH:22][C:21](B(O)O)=[CH:20][CH:19]=1. (8) Given the product [CH2:1]([N:8]1[CH2:13][CH2:12][C:11]([CH2:15][CH2:16][CH2:17][CH3:18])([OH:14])[CH2:10][CH2:9]1)[C:2]1[CH:3]=[CH:4][CH:5]=[CH:6][CH:7]=1, predict the reactants needed to synthesize it. The reactants are: [CH2:1]([N:8]1[CH2:13][CH2:12][C:11](=[O:14])[CH2:10][CH2:9]1)[C:2]1[CH:7]=[CH:6][CH:5]=[CH:4][CH:3]=1.[CH2:15]([Li])[CH2:16][CH2:17][CH3:18].CCCCCC. (9) Given the product [CH3:1][C:2]1[NH:3][C:4]2[C:9]([CH:10]=1)=[CH:8][C:7]([CH:11]([NH2:12])[CH3:13])=[CH:6][CH:5]=2, predict the reactants needed to synthesize it. The reactants are: [CH3:1][C:2]1[NH:3][C:4]2[C:9]([CH:10]=1)=[CH:8][C:7]([C:11]#[N:12])=[CH:6][CH:5]=2.[CH3:13][Mg]Br.CO.[BH4-].[Na+].